This data is from CYP2D6 inhibition data for predicting drug metabolism from PubChem BioAssay. The task is: Regression/Classification. Given a drug SMILES string, predict its absorption, distribution, metabolism, or excretion properties. Task type varies by dataset: regression for continuous measurements (e.g., permeability, clearance, half-life) or binary classification for categorical outcomes (e.g., BBB penetration, CYP inhibition). Dataset: cyp2d6_veith. (1) The result is 1 (inhibitor). The drug is CN1CCN(C(=O)c2ccc(COc3ccc(C(C)(C)C)cc3)o2)CC1. (2) The molecule is C[C@@]12CC[C@@H]3c4ccc(O)cc4CC[C@H]3[C@H]1CC[C@H]2O. The result is 0 (non-inhibitor). (3) The drug is CN(C)[C@@H]1C(=O)C(C(N)=O)=C(O)[C@]2(O)C(=O)C3=C(O)c4c(O)cccc4[C@@](C)(O)[C@H]3[C@H](O)[C@@H]12.O.O. The result is 0 (non-inhibitor). (4) The molecule is CC(C)[C@H](Nc1ncnc2nc[nH]c12)C(=O)O. The result is 0 (non-inhibitor). (5) The compound is COc1cccc(-c2cc(C(F)(F)F)nc(N3CCOCC3)n2)c1. The result is 0 (non-inhibitor). (6) The compound is Cc1cc(NC(=O)CSCCO)no1. The result is 0 (non-inhibitor). (7) The compound is c1ccc(-c2csc(N3CCc4ccccc4C3)n2)cc1. The result is 0 (non-inhibitor). (8) The molecule is CC1CCC(=NNC(=O)Cc2ccccc2)CC1. The result is 0 (non-inhibitor). (9) The result is 0 (non-inhibitor). The molecule is CCC(C)(C)NC(=O)c1ccc2c(c1)N(CC(=O)OC)C(=O)C(C)(C)O2.